From a dataset of M1 muscarinic receptor agonist screen with 61,833 compounds. Binary Classification. Given a drug SMILES string, predict its activity (active/inactive) in a high-throughput screening assay against a specified biological target. (1) The drug is o1c2c(CC=C)cccc2cc(c1=O)C(=O)NC. The result is 0 (inactive). (2) The compound is S(CC(=O)N1CCc2c1cccc2)c1n(c(nn1)c1sccc1)c1ccccc1. The result is 0 (inactive). (3) The compound is O=C1N(C(Nc2c1cccc2)c1nc(ccc1)C)c1ccccc1. The result is 0 (inactive). (4) The compound is Clc1cc(N2C(N3C(CCC3)C2=O)c2cc(OC)c(OCC)cc2)c(OC)cc1. The result is 0 (inactive). (5) The drug is O=C1N(C(=O)CC1N(O)c1ccccc1)c1ccc(OCCC)cc1. The result is 0 (inactive). (6) The molecule is Clc1ccc(c2nn(c3sc(cc23)C(=O)NCCCN(CC)CC)C)cc1. The result is 0 (inactive).